Dataset: Full USPTO retrosynthesis dataset with 1.9M reactions from patents (1976-2016). Task: Predict the reactants needed to synthesize the given product. (1) Given the product [Cl:22][C:23]1[CH:28]=[CH:27][CH:26]=[CH:25][C:24]=1[C:2]1[C:10]2[C:5](=[CH:6][CH:7]=[CH:8][CH:9]=2)[NH:4][C:3]=1[C:11]([O:13][CH2:14][CH3:15])=[O:12], predict the reactants needed to synthesize it. The reactants are: I[C:2]1[C:10]2[C:5](=[CH:6][CH:7]=[CH:8][CH:9]=2)[NH:4][C:3]=1[C:11]([O:13][CH2:14][CH3:15])=[O:12].C([O-])([O-])=O.[Na+].[Na+].[Cl:22][C:23]1[CH:28]=[CH:27][CH:26]=[CH:25][C:24]=1B(O)O. (2) Given the product [OH:31][CH2:30][CH2:32][NH:33][C:4]([C:6]1[C:7]2[S:14][CH:13]=[C:12]([CH2:15][O:16][C:17]3[CH:22]=[C:21]([C:23]4[N:33]([CH2:32][CH2:30][OH:31])[C:25]([CH3:28])=[N:26][N:27]=4)[CH:20]=[CH:19][C:18]=3[CH3:29])[C:8]=2[CH:9]=[N:10][CH:11]=1)=[O:5], predict the reactants needed to synthesize it. The reactants are: C(O[C:4]([C:6]1[C:7]2[S:14][CH:13]=[C:12]([CH2:15][O:16][C:17]3[CH:22]=[C:21]([C:23]4O[C:25]([CH3:28])=[N:26][N:27]=4)[CH:20]=[CH:19][C:18]=3[CH3:29])[C:8]=2[CH:9]=[N:10][CH:11]=1)=[O:5])C.[CH2:30]([CH2:32][NH2:33])[OH:31]. (3) Given the product [Cl:11][C:4]1[CH:5]=[C:6]([O:9][CH3:10])[CH:7]=[CH:8][C:3]=1[CH2:2][S:19][C:17]1[N:16]=[C:15]([OH:20])[CH:14]=[C:13]([CH3:12])[N:18]=1, predict the reactants needed to synthesize it. The reactants are: Br[CH2:2][C:3]1[CH:8]=[CH:7][C:6]([O:9][CH3:10])=[CH:5][C:4]=1[Cl:11].[CH3:12][C:13]1[N:18]=[C:17]([SH:19])[N:16]=[C:15]([OH:20])[CH:14]=1.C(N(CC)CC)C. (4) Given the product [C:15]([C:17]1[CH:11]=[C:6]([NH:5][C:2]2[C:11]3[C:6](=[CH:7][C:8]([N+:12]([O-:14])=[O:13])=[CH:9][CH:10]=3)[N:5]=[CH:4][N:3]=2)[CH:7]=[CH:8][CH:9]=1)#[CH:16], predict the reactants needed to synthesize it. The reactants are: Cl[C:2]1[C:11]2[C:6](=[CH:7][C:8]([N+:12]([O-:14])=[O:13])=[CH:9][CH:10]=2)[N:5]=[CH:4][N:3]=1.[CH:15](O)([CH3:17])[CH3:16]. (5) Given the product [CH3:10][O:9][C:7]1[CH:6]=[C:5]([NH:11][C:12]2[N:17]=[C:16]([N:18]3[C:22]([CH3:23])=[CH:21][C:20]([C:24]([F:27])([F:26])[F:25])=[N:19]3)[C:15]([C:28]3[CH:29]=[C:30]([C:36]([NH:47][S:44]([CH2:43][S:40]([CH3:39])(=[O:42])=[O:41])(=[O:46])=[O:45])=[O:38])[C:31]([O:34][CH3:35])=[N:32][CH:33]=3)=[CH:14][N:13]=2)[CH:4]=[C:3]([O:2][CH3:1])[CH:8]=1, predict the reactants needed to synthesize it. The reactants are: [CH3:1][O:2][C:3]1[CH:4]=[C:5]([NH:11][C:12]2[N:17]=[C:16]([N:18]3[C:22]([CH3:23])=[CH:21][C:20]([C:24]([F:27])([F:26])[F:25])=[N:19]3)[C:15]([C:28]3[CH:29]=[C:30]([C:36]([OH:38])=O)[C:31]([O:34][CH3:35])=[N:32][CH:33]=3)=[CH:14][N:13]=2)[CH:6]=[C:7]([O:9][CH3:10])[CH:8]=1.[CH3:39][S:40]([CH2:43][S:44]([NH2:47])(=[O:46])=[O:45])(=[O:42])=[O:41].C(N(CC)CC)C.[I-].ClC1C=CC=C[N+]=1C.